Dataset: NCI-60 drug combinations with 297,098 pairs across 59 cell lines. Task: Regression. Given two drug SMILES strings and cell line genomic features, predict the synergy score measuring deviation from expected non-interaction effect. (1) Drug 1: CNC(=O)C1=NC=CC(=C1)OC2=CC=C(C=C2)NC(=O)NC3=CC(=C(C=C3)Cl)C(F)(F)F. Drug 2: CS(=O)(=O)OCCCCOS(=O)(=O)C. Cell line: SW-620. Synergy scores: CSS=-11.2, Synergy_ZIP=5.93, Synergy_Bliss=1.22, Synergy_Loewe=-21.0, Synergy_HSA=-19.2. (2) Drug 1: CS(=O)(=O)C1=CC(=C(C=C1)C(=O)NC2=CC(=C(C=C2)Cl)C3=CC=CC=N3)Cl. Drug 2: C1CCC(C1)C(CC#N)N2C=C(C=N2)C3=C4C=CNC4=NC=N3. Cell line: PC-3. Synergy scores: CSS=1.41, Synergy_ZIP=0.784, Synergy_Bliss=2.70, Synergy_Loewe=0.291, Synergy_HSA=0.842.